From a dataset of Full USPTO retrosynthesis dataset with 1.9M reactions from patents (1976-2016). Predict the reactants needed to synthesize the given product. (1) Given the product [C:6]([N:8]1[CH2:13][CH2:12][C@H:11]([NH:14][C:15](=[O:24])[O:16][CH2:17][C:18]2[CH:19]=[CH:20][CH:21]=[CH:22][CH:23]=2)[C@H:10]([O:25][CH3:26])[CH2:9]1)(=[S:7])[NH2:1], predict the reactants needed to synthesize it. The reactants are: [N:1]1([C:6]([N:8]2[CH2:13][CH2:12][C@H:11]([NH:14][C:15](=[O:24])[O:16][CH2:17][C:18]3[CH:23]=[CH:22][CH:21]=[CH:20][CH:19]=3)[C@H:10]([O:25][CH3:26])[CH2:9]2)=[S:7])C=CN=C1.N.CO. (2) Given the product [CH2:1]([O:3][C:4](=[O:13])[C:5]1[CH:6]=[C:7]([N:14]2[CH2:19][CH2:18][O:17][CH2:16][CH2:15]2)[CH:8]=[C:9]([F:11])[CH:10]=1)[CH3:2], predict the reactants needed to synthesize it. The reactants are: [CH2:1]([O:3][C:4](=[O:13])[C:5]1[CH:10]=[C:9]([F:11])[CH:8]=[C:7](F)[CH:6]=1)[CH3:2].[NH:14]1[CH2:19][CH2:18][O:17][CH2:16][CH2:15]1.